This data is from Full USPTO retrosynthesis dataset with 1.9M reactions from patents (1976-2016). The task is: Predict the reactants needed to synthesize the given product. (1) The reactants are: C(=O)([O-])[O-].[Na+].[Na+].Br[C:8]1[CH:13]=[CH:12][C:11]([C:14]([CH3:21])([O:16][Si:17]([CH3:20])([CH3:19])[CH3:18])[CH3:15])=[CH:10][CH:9]=1.[CH2:22]([C:24]([C:43]1[CH:56]=[CH:55][C:46]([O:47][CH2:48][C@@H:49]2[O:53][C:52](=[O:54])[CH2:51][CH2:50]2)=[C:45]([CH3:57])[CH:44]=1)([C:27]1[CH:32]=[CH:31][C:30](B2OC(C)(C)C(C)(C)O2)=[C:29]([CH3:42])[CH:28]=1)[CH2:25][CH3:26])[CH3:23].C(OCC)(=O)C. Given the product [CH2:22]([C:24]([C:43]1[CH:56]=[CH:55][C:46]([O:47][CH2:48][C@@H:49]2[O:53][C:52](=[O:54])[CH2:51][CH2:50]2)=[C:45]([CH3:57])[CH:44]=1)([C:27]1[CH:32]=[CH:31][C:30]([C:8]2[CH:13]=[CH:12][C:11]([C:14]([CH3:21])([O:16][Si:17]([CH3:20])([CH3:19])[CH3:18])[CH3:15])=[CH:10][CH:9]=2)=[C:29]([CH3:42])[CH:28]=1)[CH2:25][CH3:26])[CH3:23], predict the reactants needed to synthesize it. (2) Given the product [N:49]1[NH:50][C:51]([C:54]2[CH:55]=[C:56]([NH:60][C:22]([C:17]3[C:18](=[O:21])[O:19][C:20]4[C:15]([CH:16]=3)=[CH:14][CH:13]=[CH:12][C:11]=4[OH:10])=[O:24])[CH:57]=[CH:58][CH:59]=2)=[CH:52][CH:53]=1, predict the reactants needed to synthesize it. The reactants are: CCN(C(C)C)C(C)C.[OH:10][C:11]1[CH:12]=[CH:13][CH:14]=[C:15]2[C:20]=1[O:19][C:18](=[O:21])[C:17]([C:22]([OH:24])=O)=[CH:16]2.CN(C(ON1N=NC2C=CC=NC1=2)=[N+](C)C)C.F[P-](F)(F)(F)(F)F.[N:49]1[NH:50][C:51]([C:54]2[CH:55]=[C:56]([NH2:60])[CH:57]=[CH:58][CH:59]=2)=[CH:52][CH:53]=1. (3) Given the product [Cl:20][C:7]1[C:6]2[C:11](=[CH:12][C:3]([O:2][CH3:1])=[CH:4][CH:5]=2)[N:10]2[CH:13]=[C:14]([CH3:16])[N:15]=[C:9]2[N:8]=1, predict the reactants needed to synthesize it. The reactants are: [CH3:1][O:2][C:3]1[CH:12]=[C:11]2[C:6]([C:7](=O)[NH:8][C:9]3[N:10]2[CH:13]=[C:14]([CH3:16])[N:15]=3)=[CH:5][CH:4]=1.P(Cl)(Cl)([Cl:20])=O.